Task: Predict the product of the given reaction.. Dataset: Forward reaction prediction with 1.9M reactions from USPTO patents (1976-2016) Given the reactants [CH3:1][C:2]1[N:7]=[C:6]([C:8]([O:10]C)=[O:9])[CH:5]=[C:4]([C:12]2[CH2:16][CH:15]([C:17]3[CH:22]=[CH:21][CH:20]=[CH:19][CH:18]=3)[O:14][N:13]=2)[N:3]=1.[OH-].[Li+], predict the reaction product. The product is: [CH3:1][C:2]1[N:7]=[C:6]([C:8]([OH:10])=[O:9])[CH:5]=[C:4]([C:12]2[CH2:16][CH:15]([C:17]3[CH:22]=[CH:21][CH:20]=[CH:19][CH:18]=3)[O:14][N:13]=2)[N:3]=1.